This data is from Reaction yield outcomes from USPTO patents with 853,638 reactions. The task is: Predict the reaction yield, written as a fraction of the theoretical maximum amount of product (1.0 means a 100% yield; for example, 0.34 means a 34% yield). (1) The reactants are Cl[C:2]1[C:7]([CH:8]([O:13][C:14]([CH3:17])([CH3:16])[CH3:15])[C:9]([O:11][CH3:12])=[O:10])=[C:6]([CH3:18])[N:5]=[C:4]2[S:19][C:20]3[CH2:25][CH2:24][CH2:23][CH2:22][C:21]=3[C:3]=12.C(=O)([O-])[O-].[K+].[K+].[CH3:32][N:33]1[CH:37]=[C:36](B2OC(C)(C)C(C)(C)O2)[CH:35]=[N:34]1.C(OCC)(=O)C. The catalyst is COCCOC.O.C1C=CC([P]([Pd]([P](C2C=CC=CC=2)(C2C=CC=CC=2)C2C=CC=CC=2)([P](C2C=CC=CC=2)(C2C=CC=CC=2)C2C=CC=CC=2)[P](C2C=CC=CC=2)(C2C=CC=CC=2)C2C=CC=CC=2)(C2C=CC=CC=2)C2C=CC=CC=2)=CC=1. The product is [CH3:18][C:6]1[N:5]=[C:4]2[S:19][C:20]3[CH2:25][CH2:24][CH2:23][CH2:22][C:21]=3[C:3]2=[C:2]([C:36]2[CH:35]=[N:34][N:33]([CH3:32])[CH:37]=2)[C:7]=1[CH:8]([O:13][C:14]([CH3:17])([CH3:16])[CH3:15])[C:9]([O:11][CH3:12])=[O:10]. The yield is 0.580. (2) No catalyst specified. The product is [OH:14][C:11]1[CH:12]=[CH:13][CH:5]=[C:6]2[C:7]([O:8][C:9](=[O:15])[C:10]=12)=[O:16]. The yield is 0.730. The reactants are CC(C)(C)C([C:5]12[O:14][CH:11]([CH:12]=[CH:13]1)[CH:10]1[CH:6]2[C:7](=[O:16])[O:8][C:9]1=[O:15])=O.OS(O)(=O)=O.